This data is from Reaction yield outcomes from USPTO patents with 853,638 reactions. The task is: Predict the reaction yield, written as a fraction of the theoretical maximum amount of product (1.0 means a 100% yield; for example, 0.34 means a 34% yield). (1) The reactants are [N:1]1([CH:6]([C:10]2[CH:15]=[CH:14][C:13]([NH:16][C:17](=[O:27])/[C:18](/[CH3:26])=[CH:19]/[C:20]3[CH:25]=[CH:24][CH:23]=[CH:22][CH:21]=3)=[CH:12][CH:11]=2)[CH:7]([CH3:9])[CH3:8])[CH:5]=[CH:4][N:3]=[CH:2]1. The catalyst is CO.[Pd]. The product is [N:1]1([CH:6]([C:10]2[CH:15]=[CH:14][C:13]([NH:16][C:17](=[O:27])[CH:18]([CH3:26])[CH2:19][C:20]3[CH:21]=[CH:22][CH:23]=[CH:24][CH:25]=3)=[CH:12][CH:11]=2)[CH:7]([CH3:9])[CH3:8])[CH:5]=[CH:4][N:3]=[CH:2]1. The yield is 0.940. (2) The reactants are C[O-:2].C([Sn+]([CH2:12][CH2:13][CH2:14][CH3:15])CCCC)CCC.[C:16]([O:19][C:20](C)=C)(=[O:18])[CH3:17].[C:23]1(C)C=[CH:27][CH:26]=[CH:25][C:24]=1P([C:25]1[CH:26]=[CH:27]C=[CH:23][C:24]=1C)[C:25]1[CH:26]=[CH:27]C=[CH:23][C:24]=1C. The catalyst is C1(C)C=CC=CC=1.C(OCC)(=O)C.[F-].[K+].C([O-])(=O)C.[Pd+2].C([O-])(=O)C. The product is [CH3:20][O:19][C:16](=[O:18])[CH2:17][C:24]1[CH:25]=[CH:26][CH:27]=[C:12]([CH2:13][C:14](=[O:2])[CH3:15])[CH:23]=1. The yield is 0.940. (3) The reactants are [Cl:1][C:2]1[C:11]([NH:12][S:13]([C:16]2[CH:21]=[CH:20][CH:19]=[CH:18][C:17]=2[N+:22]([O-])=O)(=[O:15])=[O:14])=[C:10]2[C:5]([C:6]([O:25][CH3:26])=[CH:7][CH:8]=[N:9]2)=[CH:4][CH:3]=1.Cl[Sn]Cl. The catalyst is CCO. The product is [NH2:22][C:17]1[CH:18]=[CH:19][CH:20]=[CH:21][C:16]=1[S:13]([NH:12][C:11]1[C:2]([Cl:1])=[CH:3][CH:4]=[C:5]2[C:10]=1[N:9]=[CH:8][CH:7]=[C:6]2[O:25][CH3:26])(=[O:14])=[O:15]. The yield is 0.920. (4) The reactants are [NH2:1][C:2]1([C:6]2[CH:11]=[CH:10][C:9]([C:12]3[N:13]=[C:14]4[CH:19]=[C:18]([OH:20])[CH:17]=[CH:16][N:15]4[C:21]=3[C:22]3[CH:27]=[CH:26][CH:25]=[CH:24][CH:23]=3)=[CH:8][CH:7]=2)[CH2:5][CH2:4][CH2:3]1.Br[CH2:29][C:30]([O:32][CH3:33])=[O:31].C([O-])([O-])=O.[Cs+].[Cs+].O. The catalyst is CN(C=O)C. The product is [CH3:33][O:32][C:30](=[O:31])[CH2:29][O:20][C:18]1[CH:17]=[CH:16][N:15]2[C:21]([C:22]3[CH:27]=[CH:26][CH:25]=[CH:24][CH:23]=3)=[C:12]([C:9]3[CH:8]=[CH:7][C:6]([C:2]4([NH2:1])[CH2:3][CH2:4][CH2:5]4)=[CH:11][CH:10]=3)[N:13]=[C:14]2[CH:19]=1. The yield is 0.340. (5) The catalyst is N1C=CC=CC=1. The reactants are O[C@H:2]1[CH2:19][CH2:18][C@@:17]2([CH3:20])[C:4](=[CH:5][C:6](=[O:22])[C@@H:7]3[C@@H:16]2[CH2:15][CH2:14][C@@:12]2([CH3:13])[C@H:8]3[CH2:9][CH2:10][C@@H:11]2O)[CH2:3]1.[CH3:23][O:24][C:25](Cl)=[O:26]. The product is [C:25]([C@H:2]1[CH2:19][CH2:18][C@@:17]2([CH3:20])[C:4](=[CH:5][C:6](=[O:22])[C@@H:7]3[C@@H:16]2[CH2:15][CH2:14][C@@:12]2([CH3:13])[C@H:8]3[CH2:9][CH2:10][C@@H:11]2[C:25]([O:24][CH3:23])=[O:26])[CH2:3]1)([O:24][CH3:23])=[O:26]. The yield is 0.810. (6) The reactants are [Br:1][C:2]1[CH:3]=[CH:4][C:5]([F:11])=[C:6]([CH:10]=1)[C:7](O)=[O:8].C(Cl)(=O)C([Cl:15])=O.CN(C=O)C. The catalyst is ClCCl. The product is [Br:1][C:2]1[CH:3]=[CH:4][C:5]([F:11])=[C:6]([CH:10]=1)[C:7]([Cl:15])=[O:8]. The yield is 1.00. (7) The reactants are [C:1]([O:5][C:6]([NH:8][CH2:9][C:10]1([C:13](OC)=[O:14])[CH2:12][CH2:11]1)=[O:7])([CH3:4])([CH3:3])[CH3:2].[H-].[Al+3].[Li+].[H-].[H-].[H-].O.[OH-].[Na+]. The catalyst is C1COCC1. The product is [OH:14][CH2:13][C:10]1([CH2:9][NH:8][C:6](=[O:7])[O:5][C:1]([CH3:3])([CH3:2])[CH3:4])[CH2:12][CH2:11]1. The yield is 0.880. (8) The reactants are C(O[B:5]1[O:9][C:8]([CH3:11])([CH3:10])[C:7]([CH3:13])([CH3:12])[O:6]1)(C)C.C([Li])CCC.[F:19][C:20]1[CH:21]=[C:22]([C:27]2([OH:33])[CH2:32][CH2:31][O:30][CH2:29][CH2:28]2)[CH:23]=[C:24]([F:26])[CH:25]=1. No catalyst specified. The product is [F:26][C:24]1[CH:23]=[C:22]([C:27]2([OH:33])[CH2:32][CH2:31][O:30][CH2:29][CH2:28]2)[CH:21]=[C:20]([F:19])[C:25]=1[B:5]1[O:6][C:7]([CH3:12])([CH3:13])[C:8]([CH3:10])([CH3:11])[O:9]1. The yield is 0.970. (9) The reactants are Cl[C:2]1[C:3]([C:12]([F:15])([F:14])[F:13])=[CH:4][C:5]([N+:9]([O-:11])=[O:10])=[C:6]([NH2:8])[CH:7]=1.[F:16][C:17]([F:21])([F:20])[CH2:18][OH:19].[OH-].[K+].Cl. The catalyst is CS(C)=O.O. The product is [N+:9]([C:5]1[CH:4]=[C:3]([C:12]([F:15])([F:14])[F:13])[C:2]([O:19][CH2:18][C:17]([F:21])([F:20])[F:16])=[CH:7][C:6]=1[NH2:8])([O-:11])=[O:10]. The yield is 0.980.